Dataset: Full USPTO retrosynthesis dataset with 1.9M reactions from patents (1976-2016). Task: Predict the reactants needed to synthesize the given product. (1) Given the product [I:30][C:27]1[CH:28]=[CH:29][C:24]([N:23]2[S:31](=[O:43])(=[O:42])[NH:32][C:33](=[O:34])[CH2:22]2)=[CH:25][CH:26]=1, predict the reactants needed to synthesize it. The reactants are: [F-].C([N+](CCCC)(CCCC)CCCC)CCC.COC(=O)[CH2:22][N:23]([S:31](=[O:43])(=[O:42])[NH:32][C:33](OCC[Si](C)(C)C)=[O:34])[C:24]1[CH:29]=[CH:28][C:27]([I:30])=[CH:26][CH:25]=1. (2) Given the product [Cl:1][C:2]1[CH:7]=[CH:6][CH:5]=[CH:4][C:3]=1[C:8]1[CH:9]=[C:10]2[N:13]=[C:16]([CH3:18])[CH:15]=[C:14]([OH:19])[N:11]2[N:12]=1, predict the reactants needed to synthesize it. The reactants are: [Cl:1][C:2]1[CH:7]=[CH:6][CH:5]=[CH:4][C:3]=1[C:8]1[CH:9]=[C:10]([NH2:13])[NH:11][N:12]=1.[C:14](OCC)(=[O:19])[CH2:15][C:16]([CH3:18])=O.